Dataset: Catalyst prediction with 721,799 reactions and 888 catalyst types from USPTO. Task: Predict which catalyst facilitates the given reaction. (1) Reactant: [O:1]=[C:2]1[C:6]2([CH2:11][CH2:10][NH:9][CH2:8][CH2:7]2)[N:5]([C:12]2[CH:17]=[CH:16][CH:15]=[CH:14][CH:13]=2)[CH2:4][N:3]1[CH2:18][C:19]1[CH:20]=[C:21]([CH:26]=[CH:27][CH:28]=1)[C:22]([O:24][CH3:25])=[O:23].[F:29][C:30]1[CH:35]=[CH:34][C:33]([C:36](=[O:41])[CH2:37][CH2:38][CH2:39]I)=[CH:32][CH:31]=1.C(=O)([O-])[O-].[K+].[K+]. Product: [F:29][C:30]1[CH:31]=[CH:32][C:33]([C:36](=[O:41])[CH2:37][CH2:38][CH2:39][N:9]2[CH2:10][CH2:11][C:6]3([N:5]([C:12]4[CH:13]=[CH:14][CH:15]=[CH:16][CH:17]=4)[CH2:4][N:3]([CH2:18][C:19]4[CH:20]=[C:21]([CH:26]=[CH:27][CH:28]=4)[C:22]([O:24][CH3:25])=[O:23])[C:2]3=[O:1])[CH2:7][CH2:8]2)=[CH:34][CH:35]=1. The catalyst class is: 9. (2) Reactant: [C:1]([O:5][C:6]([N:8]1[CH2:13][CH2:12][CH2:11][C@@H:10]([C:14]([OH:16])=O)[CH2:9]1)=[O:7])([CH3:4])([CH3:3])[CH3:2].Cl.[CH3:18][NH:19][O:20][CH3:21].CCN=C=NCCCN(C)C.Cl.CCN(C(C)C)C(C)C. Product: [CH3:21][O:20][N:19]([CH3:18])[C:14]([C@@H:10]1[CH2:11][CH2:12][CH2:13][N:8]([C:6]([O:5][C:1]([CH3:2])([CH3:3])[CH3:4])=[O:7])[CH2:9]1)=[O:16]. The catalyst class is: 91. (3) Reactant: [Cl:1][C:2]1[S:6][C:5]([C:7]([NH:9][CH2:10][C:11]2[N:12]=[N:13][N:14]([C:16]3[CH:21]=[CH:20][C:19]([N:22]4[CH:27]=[CH:26][CH:25]=[C:24]([OH:28])[C:23]4=[O:29])=[CH:18][CH:17]=3)[CH:15]=2)=[O:8])=[CH:4][CH:3]=1.C(=O)([O-])[O-].[Cs+].[Cs+].Br[CH2:37][CH2:38][OH:39]. Product: [Cl:1][C:2]1[S:6][C:5]([C:7]([NH:9][CH2:10][C:11]2[N:12]=[N:13][N:14]([C:16]3[CH:17]=[CH:18][C:19]([N:22]4[CH:27]=[CH:26][CH:25]=[C:24]([O:28][CH2:37][CH2:38][OH:39])[C:23]4=[O:29])=[CH:20][CH:21]=3)[CH:15]=2)=[O:8])=[CH:4][CH:3]=1. The catalyst class is: 16. (4) Reactant: [CH:1]([O:4][C:5]1[C:9]([C:10]([O:12][CH2:13][CH3:14])=[O:11])=[CH:8][NH:7][N:6]=1)([CH3:3])[CH3:2].[H-].[Na+].Br[CH2:18][CH2:19][CH2:20][O:21][CH:22]1[CH2:27][CH2:26][CH2:25][CH2:24][O:23]1.O. Product: [CH:1]([O:4][C:5]1[C:9]([C:10]([O:12][CH2:13][CH3:14])=[O:11])=[CH:8][N:7]([CH2:18][CH2:19][CH2:20][O:21][CH:22]2[CH2:27][CH2:26][CH2:25][CH2:24][O:23]2)[N:6]=1)([CH3:3])[CH3:2]. The catalyst class is: 213. (5) Reactant: [NH2:1][C:2]1[C:3](Cl)=[CH:4][C:5]([O:8][CH2:9][C@@H:10]([NH:12][C:13](=[O:15])[CH3:14])[CH3:11])=[N:6][CH:7]=1.C([O:24][C:25]1[CH:26]=[CH:27][C:28]([C:31](O)=[O:32])=[N:29][CH:30]=1)C1C=CC=CC=1.C(N(C(C)C)CC)(C)C.CN(C(ON1N=NC2C=CC=NC1=2)=[N+](C)C)C.F[P-](F)(F)(F)(F)F. Product: [OH:24][C:25]1[CH:26]=[CH:27][C:28]([C:31]2[O:32][C:3]3[CH:4]=[C:5]([O:8][CH2:9][C@@H:10]([NH:12][C:13](=[O:15])[CH3:14])[CH3:11])[N:6]=[CH:7][C:2]=3[N:1]=2)=[N:29][CH:30]=1. The catalyst class is: 3. (6) Reactant: [CH3:1][C:2]1[CH:27]=[CH:26][C:5]([CH2:6][NH:7][CH:8]([C:20]2[CH:25]=[CH:24][CH:23]=[CH:22][CH:21]=2)[C:9]([O:11][C@@H:12]2[CH:17]3[CH2:18][CH2:19][N:14]([CH2:15][CH2:16]3)[CH2:13]2)=[O:10])=[CH:4][CH:3]=1.Cl[CH2:29][C:30]([C:32]1[S:33][CH:34]=[CH:35][CH:36]=1)=[O:31]. Product: [CH:9]([O-:11])=[O:10].[CH:9]([O-:11])=[O:10].[CH3:1][C:2]1[CH:3]=[CH:4][C:5]([CH2:6][NH:7][CH:8]([C:20]2[CH:21]=[CH:22][CH:23]=[CH:24][CH:25]=2)[C:9]([O:11][C@@H:12]2[CH:17]3[CH2:16][CH2:15][N+:14]([CH2:29][C:30](=[O:31])[C:32]4[S:33][CH:34]=[CH:35][CH:36]=4)([CH2:19][CH2:18]3)[CH2:13]2)=[O:10])=[CH:26][CH:27]=1.[CH3:1][C:2]1[CH:3]=[CH:4][C:5]([CH2:6][NH:7][CH:8]([C:20]2[CH:21]=[CH:22][CH:23]=[CH:24][CH:25]=2)[C:9]([O:11][C@@H:12]2[CH:17]3[CH2:16][CH2:15][N+:14]([CH2:29][C:30]([C:32]4[S:33][CH:34]=[CH:35][CH:36]=4)=[O:31])([CH2:19][CH2:18]3)[CH2:13]2)=[O:10])=[CH:26][CH:27]=1. The catalyst class is: 13. (7) Reactant: N(C(OCC)=O)=NC(OCC)=O.[F:13][C:14]1[C:22]([O:23][C:24]2[C:33]3[C:28](=[CH:29][C:30]([O:35][CH3:36])=[C:31]([OH:34])[CH:32]=3)[N:27]=[CH:26][N:25]=2)=[CH:21][CH:20]=[C:19]2[C:15]=1[CH:16]=[C:17]([CH3:37])[NH:18]2.C1(P(C2C=CC=CC=2)C2C=CC=CC=2)C=CC=CC=1.[Br:57][CH2:58][CH2:59][CH2:60]O.CCOC(/N=N/C(OCC)=O)=O. Product: [Br:57][CH2:58][CH2:59][CH2:60][O:34][C:31]1[CH:32]=[C:33]2[C:28](=[CH:29][C:30]=1[O:35][CH3:36])[N:27]=[CH:26][N:25]=[C:24]2[O:23][C:22]1[C:14]([F:13])=[C:15]2[C:19](=[CH:20][CH:21]=1)[NH:18][C:17]([CH3:37])=[CH:16]2. The catalyst class is: 2. (8) Reactant: [Si]([O:8][C:9]1[CH:14]=[CH:13][C:12]([C:15]2[C:24]3[C:19](=[CH:20][CH:21]=[CH:22][CH:23]=3)[C:18]([CH:25]=O)=[CH:17][CH:16]=2)=[CH:11][CH:10]=1)(C(C)(C)C)(C)C.Cl.[NH2:28][OH:29].N1C=CC=CC=1.CCCC[N+](CCCC)(CCCC)CCCC.[F-].C1COCC1. Product: [OH:8][C:9]1[CH:14]=[CH:13][C:12]([C:15]2[C:24]3[C:19](=[CH:20][CH:21]=[CH:22][CH:23]=3)[C:18]([CH:25]=[N:28][OH:29])=[CH:17][CH:16]=2)=[CH:11][CH:10]=1. The catalyst class is: 24. (9) Reactant: [Cl:1][C:2]1[C:6](=[O:7])O[CH:4]([OH:8])[C:3]=1[CH3:9].[NH2:10][C:11]1[CH:15]=[C:14]([C:16]([CH3:19])([CH3:18])[CH3:17])[O:13][N:12]=1.C(OC(=O)CC)(=O)CC. Product: [C:16]([C:14]1[O:13][N:12]=[C:11]([N:10]2[C:6](=[O:7])[C:2]([Cl:1])=[C:3]([CH3:9])[CH:4]2[OH:8])[CH:15]=1)([CH3:19])([CH3:18])[CH3:17]. The catalyst class is: 11. (10) Reactant: [CH3:1][CH:2]([O:4][C@@H:5]1[CH2:10][CH2:9][C@H:8]([N:11]2[CH2:16][CH2:15][CH:14]([NH:17][C:18]3[CH:23]=[C:22]([CH3:24])[CH:21]=[CH:20][C:19]=3[N+:25]([O-])=O)[CH2:13][CH2:12]2)[CH2:7][CH2:6]1)[CH3:3].O.NN. Product: [NH2:25][C:19]1[CH:20]=[CH:21][C:22]([CH3:24])=[CH:23][C:18]=1[NH:17][CH:14]1[CH2:13][CH2:12][N:11]([C@H:8]2[CH2:9][CH2:10][C@@H:5]([O:4][CH:2]([CH3:3])[CH3:1])[CH2:6][CH2:7]2)[CH2:16][CH2:15]1. The catalyst class is: 171.